From a dataset of Reaction yield outcomes from USPTO patents with 853,638 reactions. Predict the reaction yield, written as a fraction of the theoretical maximum amount of product (1.0 means a 100% yield; for example, 0.34 means a 34% yield). (1) The reactants are C(O[C:4](=[C:6]([C:9]#[N:10])[C:7]#[N:8])[CH3:5])C.[CH3:11][NH:12][NH2:13]. The catalyst is C(O)C. The product is [NH2:8][C:7]1[N:12]([CH3:11])[N:13]=[C:4]([CH3:5])[C:6]=1[C:9]#[N:10]. The yield is 0.680. (2) The reactants are [CH2:1]([O:3][C:4](=[O:17])[C:5]([CH3:16])([CH3:15])[C:6]([C:8]1[CH:13]=[CH:12][C:11]([OH:14])=[CH:10][CH:9]=1)=[O:7])[CH3:2].Cl[CH2:19][C:20]1[C:29]2[C:24](=[CH:25][CH:26]=[CH:27][CH:28]=2)[N:23]=[C:22]([CH3:30])[CH:21]=1.C(=O)([O-])[O-].[Cs+].[Cs+]. The catalyst is CS(C)=O. The product is [CH2:1]([O:3][C:4](=[O:17])[C:5]([CH3:16])([CH3:15])[C:6]([C:8]1[CH:9]=[CH:10][C:11]([O:14][CH2:19][C:20]2[C:29]3[C:24](=[CH:25][CH:26]=[CH:27][CH:28]=3)[N:23]=[C:22]([CH3:30])[CH:21]=2)=[CH:12][CH:13]=1)=[O:7])[CH3:2]. The yield is 0.700. (3) The reactants are [Br:1][C:2]1[C:3]([NH:9][C@H:10]2[CH2:15][CH2:14][CH2:13]N[CH2:11]2)=[N:4][C:5]([Cl:8])=[N:6][CH:7]=1.[CH:16](NC(C)C)(C)C.[CH3:23][S:24](Cl)(=[O:26])=[O:25]. The catalyst is ClCCl. The product is [Br:1][C:2]1[C:3]([NH:9][C@H:10]2[CH2:11][CH2:16][CH2:13][CH:14]([S:24]([CH3:23])(=[O:26])=[O:25])[CH2:15]2)=[N:4][C:5]([Cl:8])=[N:6][CH:7]=1. The yield is 0.430. (4) The reactants are [NH2:1][C:2]1[N:3]=[C:4]2[CH:9]=[CH:8][C:7]([O:10][C:11]3[CH:12]=[CH:13][C:14]([F:27])=[C:15]([NH:17][C:18]([C:20]4[N:24]([CH3:25])[N:23]=[C:22]([CH3:26])[CH:21]=4)=[O:19])[CH:16]=3)=[CH:6][N:5]2[CH:28]=1.[CH:29]1([C:32](Cl)=[O:33])[CH2:31][CH2:30]1.C(=O)([O-])O.[Na+]. The catalyst is CN(C)C(=O)C.O. The product is [CH:29]1([C:32]([NH:1][C:2]2[N:3]=[C:4]3[CH:9]=[CH:8][C:7]([O:10][C:11]4[CH:12]=[CH:13][C:14]([F:27])=[C:15]([NH:17][C:18]([C:20]5[N:24]([CH3:25])[N:23]=[C:22]([CH3:26])[CH:21]=5)=[O:19])[CH:16]=4)=[CH:6][N:5]3[CH:28]=2)=[O:33])[CH2:31][CH2:30]1. The yield is 0.610. (5) The reactants are [F:1][C:2]1[CH:11]=[CH:10][C:5]([C:6]([O:8][CH3:9])=[O:7])=[CH:4][C:3]=1[N+:12]([O-])=O. The catalyst is CCOC(C)=O.[Pd]. The product is [NH2:12][C:3]1[CH:4]=[C:5]([CH:10]=[CH:11][C:2]=1[F:1])[C:6]([O:8][CH3:9])=[O:7]. The yield is 1.00. (6) The reactants are Br[C:2]1[CH:3]=[C:4]([C:8]([N:10]2[CH2:16][CH2:15][CH2:14][N:13]([CH:17]3[CH2:20][CH2:19][CH2:18]3)[CH2:12][CH2:11]2)=[O:9])[CH:5]=[N:6][CH:7]=1.[F:21][C:22]1[CH:27]=[CH:26]C=[CH:24][C:23]=1O.[C:29]([O-:32])([O-])=O.[Cs+].[Cs+]. The catalyst is CC(N(C)C)=O.CCOCC. The product is [CH:17]1([N:13]2[CH2:14][CH2:15][CH2:16][N:10]([C:8]([C:4]3[CH:5]=[N:6][CH:7]=[C:2]([O:32][C:29]4[CH:26]=[CH:27][C:22]([F:21])=[CH:23][CH:24]=4)[CH:3]=3)=[O:9])[CH2:11][CH2:12]2)[CH2:20][CH2:19][CH2:18]1. The yield is 0.570. (7) The reactants are Cl[C:2]1[N:3]([C@@H:15]2[O:21][C@H:20]([CH2:22][OH:23])[C@@H:18]([OH:19])[C@H:16]2O)[C:4]2[C:9]([C:10]=1[C:11]#[N:12])=[CH:8][C:7]([Cl:13])=[C:6]([Cl:14])[CH:5]=2.[OH2:24].[NH2:25][NH2:26]. The catalyst is O. The product is [Cl:13][C:7]1[CH:8]=[C:9]2[C:4](=[CH:5][C:6]=1[Cl:14])[N:3]([C@@H:15]1[O:21][C@H:20]([CH2:22][OH:23])[C@@H:18]([OH:19])[C@H:16]1[OH:24])[C:2]1[NH:25][N:26]=[C:11]([NH2:12])[C:10]2=1. The yield is 0.900. (8) The reactants are [F:1][C:2]1[CH:7]=[CH:6][CH:5]=[CH:4][C:3]=1[CH2:8][O:9][C:10]1[CH:15]=[CH:14][C:13]([C@@H:16]2[CH2:20][CH2:19][C@@:18]3([CH2:24][CH2:23][NH:22][C:21]3=[O:25])[N:17]2C(OC(C)(C)C)=O)=[CH:12][CH:11]=1.C([Cl:36])(C)=O. The catalyst is C(OCC)(=O)C.CO. The product is [ClH:36].[F:1][C:2]1[CH:7]=[CH:6][CH:5]=[CH:4][C:3]=1[CH2:8][O:9][C:10]1[CH:11]=[CH:12][C:13]([C@@H:16]2[CH2:20][CH2:19][C@@:18]3([CH2:24][CH2:23][NH:22][C:21]3=[O:25])[NH:17]2)=[CH:14][CH:15]=1. The yield is 0.820. (9) The reactants are [CH3:1][O:2][C:3]([C:5]1[S:6][CH:7]=[CH:8][C:9]=1[NH2:10])=[O:4].[CH2:11]1[O:21][C:14]2([CH2:19][CH2:18][C:17](=O)[CH2:16][CH2:15]2)[O:13][CH2:12]1.C([Sn](Cl)(Cl)CCCC)CCC.C1([SiH3])C=CC=CC=1. The catalyst is C1COCC1. The product is [CH3:1][O:2][C:3]([C:5]1[S:6][CH:7]=[CH:8][C:9]=1[NH:10][CH:17]1[CH2:18][CH2:19][C:14]2([O:21][CH2:11][CH2:12][O:13]2)[CH2:15][CH2:16]1)=[O:4]. The yield is 0.470.